Dataset: Reaction yield outcomes from USPTO patents with 853,638 reactions. Task: Predict the reaction yield, written as a fraction of the theoretical maximum amount of product (1.0 means a 100% yield; for example, 0.34 means a 34% yield). The reactants are CO[C:3](=[O:28])[C:4]1[CH:9]=[CH:8][C:7]([O:10][CH2:11][C:12]2[C:13]([C:21]3[CH:26]=[CH:25][C:24]([F:27])=[CH:23][CH:22]=3)=[N:14][O:15][C:16]=2[C:17]([F:20])([F:19])[F:18])=[N:6][CH:5]=1.COC(=O)C1C=CC(OCC2C(C3C=CC=C(F)C=3)=NOC=2C)=NC=1.[CH:54]1([NH2:57])[CH2:56][CH2:55]1. No catalyst specified. The product is [CH:54]1([NH:57][C:3](=[O:28])[C:4]2[CH:9]=[CH:8][C:7]([O:10][CH2:11][C:12]3[C:13]([C:21]4[CH:22]=[CH:23][C:24]([F:27])=[CH:25][CH:26]=4)=[N:14][O:15][C:16]=3[C:17]([F:20])([F:18])[F:19])=[N:6][CH:5]=2)[CH2:56][CH2:55]1. The yield is 0.540.